Dataset: Forward reaction prediction with 1.9M reactions from USPTO patents (1976-2016). Task: Predict the product of the given reaction. (1) Given the reactants [CH2:1]([O:3][C:4](=[O:17])[CH2:5][C:6]1[O:7][CH:8]=[C:9]([CH3:16])[C:10]=1[C:11]([O:13]CC)=O)[CH3:2].[F:18][C:19]1[CH:28]=[C:27]([I:29])[CH:26]=[CH:25][C:20]=1[N:21]=[C:22]=[N:23][CH3:24], predict the reaction product. The product is: [F:18][C:19]1[CH:28]=[C:27]([I:29])[CH:26]=[CH:25][C:20]=1[NH:21][C:22]1[N:23]([CH3:24])[C:11](=[O:13])[C:10]2[C:9]([CH3:16])=[CH:8][O:7][C:6]=2[C:5]=1[C:4]([O:3][CH2:1][CH3:2])=[O:17]. (2) Given the reactants Br[C:2]1[C:10]2[CH:9]=[N:8][C:7]([NH:11][CH2:12][C:13]3[CH:18]=[CH:17][C:16]([F:19])=[C:15]([F:20])[CH:14]=3)=[N:6][C:5]=2[N:4]([CH2:21][C@@H:22]2[CH2:27][CH2:26][CH2:25][N:24]([C:28]([O:30][C:31]([CH3:34])([CH3:33])[CH3:32])=[O:29])[CH2:23]2)[C:3]=1[C:35]1[C:40]([Cl:41])=[CH:39][CH:38]=[CH:37][C:36]=1[Cl:42].ClC1N=CC2C([F:53])=C(C3C(Cl)=CC=CC=3Cl)N(C[C@@H]3CCCN(C(OC(C)(C)C)=O)C3)C=2N=1, predict the reaction product. The product is: [Cl:42][C:36]1[CH:37]=[CH:38][CH:39]=[C:40]([Cl:41])[C:35]=1[C:3]1[N:4]([CH2:21][C@@H:22]2[CH2:27][CH2:26][CH2:25][N:24]([C:28]([O:30][C:31]([CH3:33])([CH3:34])[CH3:32])=[O:29])[CH2:23]2)[C:5]2[N:6]=[C:7]([NH:11][CH2:12][C:13]3[CH:18]=[CH:17][C:16]([F:19])=[C:15]([F:20])[CH:14]=3)[N:8]=[CH:9][C:10]=2[C:2]=1[F:53]. (3) Given the reactants N[C@H:2]([C:10]([OH:12])=[O:11])[CH2:3][C:4]1[CH:9]=[CH:8][CH:7]=[CH:6][CH:5]=1.O.[NH3:14], predict the reaction product. The product is: [NH2:14][C@@H:3]([CH2:2][C:10]([OH:12])=[O:11])[C:4]1[CH:9]=[CH:8][CH:7]=[CH:6][CH:5]=1. (4) The product is: [ClH:24].[ClH:27].[NH2:1][C:2]1[N:7]=[C:6]([NH2:8])[C:5]([O:9][CH2:10][CH2:11][CH2:12][O:13][C:14]2[C:23]3[C:18](=[CH:19][CH:20]=[C:21]([Cl:24])[CH:22]=3)[N:17]=[CH:16][CH:15]=2)=[C:4]([CH2:25][CH3:26])[N:3]=1. Given the reactants [NH2:1][C:2]1[N:7]=[C:6]([NH2:8])[C:5]([O:9][CH2:10][CH2:11][CH2:12][O:13][C:14]2[C:23]3[C:18](=[CH:19][CH:20]=[C:21]([Cl:24])[CH:22]=3)[N:17]=[CH:16][CH:15]=2)=[C:4]([CH2:25][CH3:26])[N:3]=1.[ClH:27], predict the reaction product.